This data is from Forward reaction prediction with 1.9M reactions from USPTO patents (1976-2016). The task is: Predict the product of the given reaction. (1) The product is: [N:3]1[CH:4]=[CH:5][CH:6]=[CH:7][C:2]=1[O:16][C:11]1[CH:12]=[C:13]([CH3:15])[CH:14]=[C:9]([CH3:8])[CH:10]=1. Given the reactants Br[C:2]1[CH:7]=[CH:6][CH:5]=[CH:4][N:3]=1.[CH3:8][C:9]1[CH:10]=[C:11]([OH:16])[CH:12]=[C:13]([CH3:15])[CH:14]=1, predict the reaction product. (2) Given the reactants [ClH:1].Cl.[CH2:3]([N:10]1[CH2:15][CH2:14][NH:13][CH2:12][CH2:11]1)[C:4]1[CH:9]=[CH:8][CH:7]=[CH:6][CH:5]=1.Br[CH2:17][C:18]([C:20]1[CH:29]=[CH:28][C:27]2[C:22](=[CH:23][CH:24]=[CH:25][CH:26]=2)[CH:21]=1)=[O:19].C([O-])([O-])=O.[K+].[K+], predict the reaction product. The product is: [ClH:1].[ClH:1].[CH2:3]([N:10]1[CH2:15][CH2:14][N:13]([CH2:17][C:18]([C:20]2[CH:29]=[CH:28][C:27]3[C:22](=[CH:23][CH:24]=[CH:25][CH:26]=3)[CH:21]=2)=[O:19])[CH2:12][CH2:11]1)[C:4]1[CH:5]=[CH:6][CH:7]=[CH:8][CH:9]=1. (3) Given the reactants [Cl:1][C:2]1[N:3]=[C:4]([N:21]2[CH2:26][CH2:25][O:24][CH2:23][CH2:22]2)[C:5]2[S:10][C:9]([CH2:11][N:12]3[CH2:15][C:14]4([CH2:20][CH2:19][NH:18][CH2:17][CH2:16]4)[CH2:13]3)=[CH:8][C:6]=2[N:7]=1.C(N(CC)CC)C.[CH3:34][S:35](Cl)(=[O:37])=[O:36], predict the reaction product. The product is: [Cl:1][C:2]1[N:3]=[C:4]([N:21]2[CH2:26][CH2:25][O:24][CH2:23][CH2:22]2)[C:5]2[S:10][C:9]([CH2:11][N:12]3[CH2:13][C:14]4([CH2:20][CH2:19][N:18]([S:35]([CH3:34])(=[O:37])=[O:36])[CH2:17][CH2:16]4)[CH2:15]3)=[CH:8][C:6]=2[N:7]=1. (4) Given the reactants [CH3:1][C:2]1[N:7]=[C:6]2[S:8][C:9]3[CH2:14][CH2:13][CH2:12][CH2:11][C:10]=3[C:5]2=[C:4]([C:15]2[CH:20]=[CH:19][C:18]([CH3:21])=[CH:17][CH:16]=2)[C:3]=1[CH:22]([CH2:27][CH2:28][CH3:29])[C:23]([O:25]C)=[O:24].[OH-].[Na+], predict the reaction product. The product is: [CH3:1][C:2]1[N:7]=[C:6]2[S:8][C:9]3[CH2:14][CH2:13][CH2:12][CH2:11][C:10]=3[C:5]2=[C:4]([C:15]2[CH:16]=[CH:17][C:18]([CH3:21])=[CH:19][CH:20]=2)[C:3]=1[CH:22]([CH2:27][CH2:28][CH3:29])[C:23]([OH:25])=[O:24].